The task is: Binary Classification. Given a T-cell receptor sequence (or CDR3 region) and an epitope sequence, predict whether binding occurs between them.. This data is from TCR-epitope binding with 47,182 pairs between 192 epitopes and 23,139 TCRs. The epitope is ATVVIGTSK. The TCR CDR3 sequence is CASSLAGGTEAFF. Result: 1 (the TCR binds to the epitope).